From a dataset of Reaction yield outcomes from USPTO patents with 853,638 reactions. Predict the reaction yield, written as a fraction of the theoretical maximum amount of product (1.0 means a 100% yield; for example, 0.34 means a 34% yield). (1) The reactants are Br[C:2]1[C:11]2[O:10][CH:9]([CH:12]([CH3:14])[CH3:13])[C:8](=[O:15])[N:7]([CH2:16][C:17]([NH:19][CH3:20])=[O:18])[C:6]=2[CH:5]=[C:4]([O:21][CH3:22])[CH:3]=1.[CH3:23][N:24]1[CH:29]=[C:28](B2OC(C)(C)C(C)(C)O2)[C:27]2[CH:39]=[CH:40][N:41]([S:42]([C:45]3[CH:50]=[CH:49][C:48]([CH3:51])=[CH:47][CH:46]=3)(=[O:44])=[O:43])[C:26]=2[C:25]1=[O:52].C(=O)([O-])[O-].[K+].[K+].ClCCl. The catalyst is O1CCOCC1.O. The product is [CH:12]([CH:9]1[C:8](=[O:15])[N:7]([CH2:16][C:17]([NH:19][CH3:20])=[O:18])[C:6]2[CH:5]=[C:4]([O:21][CH3:22])[CH:3]=[C:2]([C:28]3[C:27]4[CH:39]=[CH:40][N:41]([S:42]([C:45]5[CH:50]=[CH:49][C:48]([CH3:51])=[CH:47][CH:46]=5)(=[O:44])=[O:43])[C:26]=4[C:25](=[O:52])[N:24]([CH3:23])[CH:29]=3)[C:11]=2[O:10]1)([CH3:14])[CH3:13]. The yield is 0.830. (2) The yield is 0.170. The reactants are [F:1][C:2]1[CH:28]=[CH:27][C:5]([CH2:6][NH:7][C:8]([C:10]2[N:11]=[C:12]3[C:18]4([NH:21][CH3:22])[CH2:19][CH2:20][CH:15]([CH2:16][CH2:17]4)[CH2:14][N:13]3[C:23](=[O:26])[C:24]=2[OH:25])=[O:9])=[CH:4][CH:3]=1.C(N(CC)CC)C.[CH3:36][C:37]1[O:41][N:40]=[C:39]([C:42](Cl)=[O:43])[CH:38]=1.CNC. The catalyst is C(Cl)Cl.CO. The product is [F:1][C:2]1[CH:3]=[CH:4][C:5]([CH2:6][NH:7][C:8]([C:10]2[N:11]=[C:12]3[C:18]4([N:21]([CH3:22])[C:42]([C:39]5[CH:38]=[C:37]([CH3:36])[O:41][N:40]=5)=[O:43])[CH2:19][CH2:20][CH:15]([CH2:16][CH2:17]4)[CH2:14][N:13]3[C:23](=[O:26])[C:24]=2[OH:25])=[O:9])=[CH:27][CH:28]=1. (3) The reactants are CC(C[AlH]CC(C)C)C.[Br:10][C:11]1[CH:16]=[CH:15][C:14]([C:17]([C:24]2[CH:29]=[CH:28][C:27]([Br:30])=[CH:26][CH:25]=2)=[CH:18][C:19](OCC)=[O:20])=[CH:13][CH:12]=1.Cl. The catalyst is C1(C)C=CC=CC=1.O. The product is [Br:10][C:11]1[CH:16]=[CH:15][C:14]([C:17]([C:24]2[CH:25]=[CH:26][C:27]([Br:30])=[CH:28][CH:29]=2)=[CH:18][CH2:19][OH:20])=[CH:13][CH:12]=1. The yield is 0.930. (4) The reactants are C([N-]C(C)C)(C)C.[Li+].[Cl:9][C:10]1[C:15]([F:16])=[C:14](I)[CH:13]=[CH:12][N:11]=1.[CH3:18][I:19]. The catalyst is O1CCCC1. The product is [Cl:9][C:10]1[C:15]([F:16])=[C:14]([CH3:13])[C:18]([I:19])=[CH:12][N:11]=1. The yield is 0.570. (5) The reactants are [CH2:1]([O:3][CH:4](OCC)[CH2:5][O:6][C:7](=[O:14])[C:8]1[CH:13]=[CH:12][CH:11]=[CH:10][CH:9]=1)[CH3:2].[SH:18]CCO.O.C1(C)C=CC(S(O)(=O)=O)=CC=1. The catalyst is C1(C)C=CC=CC=1. The product is [C:7]([O:6][CH2:5][CH:4]1[S:18][CH2:2][CH2:1][O:3]1)(=[O:14])[C:8]1[CH:13]=[CH:12][CH:11]=[CH:10][CH:9]=1. The yield is 0.909. (6) The reactants are [F:1][C:2]1[C:7]([C:8]2[CH:13]=[CH:12][CH:11]=[CH:10][C:9]=2[S:14][CH3:15])=[CH:6][C:5](N)=[CH:4][CH:3]=1.N([O-])=O.[Na+].[BrH:21]. The catalyst is O1CCOCC1.O.[Cu]Br. The product is [Br:21][C:5]1[CH:4]=[CH:3][C:2]([F:1])=[C:7]([C:8]2[CH:13]=[CH:12][CH:11]=[CH:10][C:9]=2[S:14][CH3:15])[CH:6]=1. The yield is 0.570.